The task is: Predict which catalyst facilitates the given reaction.. This data is from Catalyst prediction with 721,799 reactions and 888 catalyst types from USPTO. (1) Reactant: [N+:1]([C:4]1[CH:12]=[CH:11][CH:10]=[C:9]2[C:5]=1[CH:6]=[C:7]([C:13]([O:15][CH2:16][CH3:17])=[O:14])[NH:8]2)([O-])=O. Product: [NH2:1][C:4]1[CH:12]=[CH:11][CH:10]=[C:9]2[C:5]=1[CH:6]=[C:7]([C:13]([O:15][CH2:16][CH3:17])=[O:14])[NH:8]2. The catalyst class is: 63. (2) Reactant: [Cl:1][C:2]1[CH:3]=[C:4]([C@H:8]([NH:10][C:11]2[N:28]=[C:14]3[C:15]([O:26][CH3:27])=[CH:16][C:17]([C:19]([O:21]C(C)(C)C)=[O:20])=[CH:18][N:13]3[N:12]=2)[CH3:9])[CH:5]=[CH:6][CH:7]=1.FC(F)(F)C(O)=O.C([SiH](CC)CC)C. Product: [Cl:1][C:2]1[CH:3]=[C:4]([C@H:8]([NH:10][C:11]2[N:28]=[C:14]3[C:15]([O:26][CH3:27])=[CH:16][C:17]([C:19]([OH:21])=[O:20])=[CH:18][N:13]3[N:12]=2)[CH3:9])[CH:5]=[CH:6][CH:7]=1. The catalyst class is: 4. (3) Reactant: [C:1]([C:3]1[CH:8]=[CH:7][C:6]([CH2:9][NH:10][C:11]2[CH:20]=[C:19]([C:21]3[C:30]4[C:25](=[CH:26][C:27]([O:36][CH2:37][CH3:38])=[C:28]5[O:33][C:32]([CH3:35])([CH3:34])[CH2:31][C:29]5=4)[CH2:24][C:23]([CH3:40])([CH3:39])[N:22]=3)[CH:18]=[CH:17][C:12]=2[C:13]([O:15]C)=[O:14])=[CH:5][CH:4]=1)#[N:2].[OH-].[Na+].Cl. The catalyst class is: 5. Product: [C:1]([C:3]1[CH:4]=[CH:5][C:6]([CH2:9][NH:10][C:11]2[CH:20]=[C:19]([C:21]3[C:30]4[C:25](=[CH:26][C:27]([O:36][CH2:37][CH3:38])=[C:28]5[O:33][C:32]([CH3:34])([CH3:35])[CH2:31][C:29]5=4)[CH2:24][C:23]([CH3:39])([CH3:40])[N:22]=3)[CH:18]=[CH:17][C:12]=2[C:13]([OH:15])=[O:14])=[CH:7][CH:8]=1)#[N:2]. (4) Reactant: Br[C:2]1[CH:7]=[CH:6][CH:5]=[CH:4][C:3]=1[O:8][CH3:9].[NH:10]1[CH2:15][CH2:14][NH:13][CH2:12][CH2:11]1.C(O[Na])(C)(C)C.O. Product: [CH3:9][O:8][C:3]1[CH:4]=[CH:5][CH:6]=[CH:7][C:2]=1[N:10]1[CH2:15][CH2:14][NH:13][CH2:12][CH2:11]1. The catalyst class is: 270. (5) Reactant: [CH2:1]([NH:8][CH2:9][C:10]([O:12][CH2:13][CH3:14])=[O:11])[C:2]1[CH:7]=[CH:6][CH:5]=[CH:4][CH:3]=1.C([O-])(O)=O.[Na+].Cl[CH2:21][C:22](=[O:24])[CH3:23]. Product: [CH2:1]([N:8]([CH2:21][C:22](=[O:24])[CH3:23])[CH2:9][C:10]([O:12][CH2:13][CH3:14])=[O:11])[C:2]1[CH:7]=[CH:6][CH:5]=[CH:4][CH:3]=1. The catalyst class is: 20. (6) Product: [CH2:1]([N:3]([C:12]1[CH:13]=[CH:14][C:15]([CH3:28])=[C:16]2[C:20]=1[NH:19][C:18]([C:21]1[S:22][C:23]([CH2:26][OH:27])=[CH:24][N:25]=1)=[CH:17]2)[S:4]([C:7]1[S:8][CH:9]=[CH:10][CH:11]=1)(=[O:5])=[O:6])[CH3:2]. Reactant: [CH2:1]([N:3]([C:12]1[CH:13]=[CH:14][C:15]([CH3:28])=[C:16]2[C:20]=1[NH:19][C:18]([C:21]1[S:22][C:23]([CH:26]=[O:27])=[CH:24][N:25]=1)=[CH:17]2)[S:4]([C:7]1[S:8][CH:9]=[CH:10][CH:11]=1)(=[O:6])=[O:5])[CH3:2].CO.[BH4-].[Na+].C(O)(=O)CC(CC(O)=O)(C(O)=O)O. The catalyst class is: 7. (7) Reactant: [Cl:1][C:2]1[C:3]([CH3:38])=[N:4][O:5][C:6]=1[N:7]([CH2:32][O:33][CH2:34][CH2:35][O:36][CH3:37])[S:8]([C:11]1[C:19]2[C:14](=[N:15][CH:16]=[CH:17][CH:18]=2)[S:13][C:12]=1[CH:20](O)[C:21]1[CH:26]=[C:25]2[O:27][CH2:28][O:29][C:24]2=[CH:23][C:22]=1[CH3:30])(=[O:10])=[O:9].C([SiH](CC)CC)C.B(F)(F)F.CCOCC. Product: [Cl:1][C:2]1[C:3]([CH3:38])=[N:4][O:5][C:6]=1[N:7]([CH2:32][O:33][CH2:34][CH2:35][O:36][CH3:37])[S:8]([C:11]1[C:19]2[C:14](=[N:15][CH:16]=[CH:17][CH:18]=2)[S:13][C:12]=1[CH2:20][C:21]1[CH:26]=[C:25]2[O:27][CH2:28][O:29][C:24]2=[CH:23][C:22]=1[CH3:30])(=[O:9])=[O:10]. The catalyst class is: 2.